From a dataset of Peptide-MHC class II binding affinity with 134,281 pairs from IEDB. Regression. Given a peptide amino acid sequence and an MHC pseudo amino acid sequence, predict their binding affinity value. This is MHC class II binding data. (1) The peptide sequence is CHTGVGPNMSCDDVV. The MHC is DRB1_0901 with pseudo-sequence DRB1_0901. The binding affinity (normalized) is 0.208. (2) The peptide sequence is NLADAVSKAPQLVPK. The MHC is HLA-DQA10201-DQB10202 with pseudo-sequence HLA-DQA10201-DQB10202. The binding affinity (normalized) is 0.163. (3) The peptide sequence is IKVLVAMASINTLTL. The MHC is HLA-DQA10501-DQB10301 with pseudo-sequence HLA-DQA10501-DQB10301. The binding affinity (normalized) is 0.473.